From a dataset of Reaction yield outcomes from USPTO patents with 853,638 reactions. Predict the reaction yield, written as a fraction of the theoretical maximum amount of product (1.0 means a 100% yield; for example, 0.34 means a 34% yield). (1) The reactants are Cl[CH2:2][C@H:3]1[O:8][CH2:7][C@@H:6]2[CH2:9][CH2:10][CH2:11][N:5]2[CH2:4]1.[C:12]([O-:15])(=[O:14])[CH3:13].[K+]. The catalyst is CN(C)C=O. The product is [C:12]([O:15][CH2:2][C@H:3]1[O:8][CH2:7][C@@H:6]2[CH2:9][CH2:10][CH2:11][N:5]2[CH2:4]1)(=[O:14])[CH3:13]. The yield is 0.970. (2) The reactants are [CH2:1]([O:3][CH2:4][CH2:5][N:6]([S:19]([C:22]1[S:23][CH:24]=[CH:25][CH:26]=1)(=[O:21])=[O:20])[C:7]1[CH:8]=[CH:9][CH:10]=[C:11]2[C:15]=1[NH:14][C:13]([C:16]([NH2:18])=O)=[CH:12]2)[CH3:2].COC1C=CC(P2(SP(C3C=CC(OC)=CC=3)(=S)S2)=[S:36])=CC=1. The catalyst is O1CCCC1. The product is [CH2:1]([O:3][CH2:4][CH2:5][N:6]([S:19]([C:22]1[S:23][CH:24]=[CH:25][CH:26]=1)(=[O:21])=[O:20])[C:7]1[CH:8]=[CH:9][CH:10]=[C:11]2[C:15]=1[NH:14][C:13]([C:16](=[S:36])[NH2:18])=[CH:12]2)[CH3:2]. The yield is 0.580. (3) The reactants are [NH2:1][CH2:2][C:3]1[N:4]=[C:5]([NH:8][C:9]([NH:11][C:12]2[CH:17]=[CH:16][C:15]([CH3:18])=[CH:14][C:13]=2[C:19]([CH:21]2[CH2:25][CH2:24][CH2:23][CH2:22]2)=[O:20])=[O:10])[S:6][CH:7]=1.[CH3:26][N:27]([CH3:32])[S:28](Cl)(=[O:30])=[O:29]. No catalyst specified. The product is [CH:21]1([C:19]([C:13]2[CH:14]=[C:15]([CH3:18])[CH:16]=[CH:17][C:12]=2[NH:11][C:9](=[O:10])[NH:8][C:5]2[S:6][CH:7]=[C:3]([CH2:2][NH:1][S:28]([N:27]([CH3:32])[CH3:26])(=[O:30])=[O:29])[N:4]=2)=[O:20])[CH2:25][CH2:24][CH2:23][CH2:22]1. The yield is 0.890. (4) The reactants are C(=O)([O-])[O-].[Cs+].[Cs+].Br[C:8]1[CH:13]=[CH:12][C:11]([Cl:14])=[CH:10][CH:9]=1.[CH3:15][O:16][C:17]1[CH:22]=[CH:21][C:20]([OH:23])=[CH:19][CH:18]=1. The catalyst is O1CCOCC1.Cl.CN(C)CC(O)=O. The product is [CH3:15][O:16][C:17]1[CH:22]=[CH:21][C:20]([O:23][C:8]2[CH:13]=[CH:12][C:11]([Cl:14])=[CH:10][CH:9]=2)=[CH:19][CH:18]=1. The yield is 1.00. (5) The reactants are [OH:1][CH2:2][CH2:3][N:4]1[CH2:8][CH2:7][NH:6][C:5]1=[O:9].[C:10]1([CH3:20])[CH:15]=[CH:14][C:13]([S:16](Cl)(=[O:18])=[O:17])=[CH:12][CH:11]=1.C(OCC)(=O)C. The catalyst is N1C=CC=CC=1. The product is [CH3:20][C:10]1[CH:15]=[CH:14][C:13]([S:16]([O:1][CH2:2][CH2:3][N:4]2[CH2:8][CH2:7][NH:6][C:5]2=[O:9])(=[O:18])=[O:17])=[CH:12][CH:11]=1. The yield is 0.330.